This data is from Catalyst prediction with 721,799 reactions and 888 catalyst types from USPTO. The task is: Predict which catalyst facilitates the given reaction. (1) Reactant: [Cl:1][C:2]1[CH:21]=[CH:20][C:5]([CH:6]([N:14]2[CH2:19][CH2:18][NH:17][CH2:16][CH2:15]2)[C:7]2[CH:12]=[CH:11][C:10]([Cl:13])=[CH:9][CH:8]=2)=[CH:4][CH:3]=1.C(N(CC)CC)C.[C:29](Cl)(=[O:34])[CH2:30][CH2:31][CH2:32][CH3:33]. Product: [Cl:1][C:2]1[CH:21]=[CH:20][C:5]([CH:6]([C:7]2[CH:8]=[CH:9][C:10]([Cl:13])=[CH:11][CH:12]=2)[N:14]2[CH2:15][CH2:16][N:17]([C:29](=[O:34])[CH2:30][CH2:31][CH2:32][CH3:33])[CH2:18][CH2:19]2)=[CH:4][CH:3]=1. The catalyst class is: 864. (2) Reactant: [F:1][C:2]1([F:44])[CH2:7][C@H:6]([O:8][C:9]2[CH:14]=[CH:13][C:12]([S:15]([N:18](CC3C=CC(OC)=CC=3OC)[C:19]3[CH:24]=[CH:23][N:22]=[CH:21][N:20]=3)(=[O:17])=[O:16])=[C:11]([F:36])[C:10]=2[F:37])[C@@H:5]([C:38]2[N:42]([CH3:43])[N:41]=[CH:40][CH:39]=2)[CH2:4][CH2:3]1.C([SiH](CC)CC)C.FC(F)(F)C(O)=O. Product: [F:44][C:2]1([F:1])[CH2:7][C@H:6]([O:8][C:9]2[CH:14]=[CH:13][C:12]([S:15]([NH:18][C:19]3[CH:24]=[CH:23][N:22]=[CH:21][N:20]=3)(=[O:16])=[O:17])=[C:11]([F:36])[C:10]=2[F:37])[C@@H:5]([C:38]2[N:42]([CH3:43])[N:41]=[CH:40][CH:39]=2)[CH2:4][CH2:3]1. The catalyst class is: 4. (3) Reactant: [F:1][C:2]1[CH:3]=[C:4]([C:8]2[CH:16]=[CH:15][CH:14]=[C:13]3[C:9]=2[CH2:10][C:11](=[O:17])[NH:12]3)[CH:5]=[CH:6][CH:7]=1.[CH:18]([C:20]1[NH:21][C:22]([CH3:40])=[C:23]([S:30]([C:33]2[CH:38]=[CH:37][C:36]([CH3:39])=[CH:35][CH:34]=2)(=[O:32])=[O:31])[C:24]=1[CH2:25][CH2:26][C:27]([OH:29])=[O:28])=O.N1CCCCC1. The catalyst class is: 8. Product: [F:1][C:2]1[CH:3]=[C:4]([C:8]2[CH:16]=[CH:15][CH:14]=[C:13]3[C:9]=2/[C:10](=[CH:18]/[C:20]2[NH:21][C:22]([CH3:40])=[C:23]([S:30]([C:33]4[CH:34]=[CH:35][C:36]([CH3:39])=[CH:37][CH:38]=4)(=[O:31])=[O:32])[C:24]=2[CH2:25][CH2:26][C:27]([OH:29])=[O:28])/[C:11](=[O:17])[NH:12]3)[CH:5]=[CH:6][CH:7]=1.